This data is from Full USPTO retrosynthesis dataset with 1.9M reactions from patents (1976-2016). The task is: Predict the reactants needed to synthesize the given product. Given the product [CH3:25][S:24][C:21]1[N:22]=[CH:23][C:12]2[C:11](=[O:26])[N:10]([C:6]3[CH:5]=[C:4]([C:3]4[NH:27][C:28](=[O:43])[S:29][N:2]=4)[CH:9]=[CH:8][CH:7]=3)[CH2:19][C@H:18]3[N:14]([CH2:15][CH2:16][CH2:17]3)[C:13]=2[N:20]=1, predict the reactants needed to synthesize it. The reactants are: O[N:2]=[C:3]([NH2:27])[C:4]1[CH:9]=[CH:8][CH:7]=[C:6]([N:10]2[CH2:19][C@H:18]3[N:14]([CH2:15][CH2:16][CH2:17]3)[C:13]3[N:20]=[C:21]([S:24][CH3:25])[N:22]=[CH:23][C:12]=3[C:11]2=[O:26])[CH:5]=1.[C:28](N1C=CN=C1)(N1C=CN=C1)=[S:29].C1C[O:43]CC1.